This data is from Full USPTO retrosynthesis dataset with 1.9M reactions from patents (1976-2016). The task is: Predict the reactants needed to synthesize the given product. (1) The reactants are: [F:1][C:2]1[CH:17]=[CH:16][C:5]([CH2:6][O:7][CH2:8][C:9]2[N:14]=[C:13]([NH2:15])[CH:12]=[CH:11][CH:10]=2)=[CH:4][CH:3]=1.[Cl:18][C:19]1[C:20]([CH3:29])=[C:21]([S:25](Cl)(=[O:27])=[O:26])[CH:22]=[CH:23][CH:24]=1. Given the product [Cl:18][C:19]1[C:20]([CH3:29])=[C:21]([S:25]([NH:15][C:13]2[CH:12]=[CH:11][CH:10]=[C:9]([CH2:8][O:7][CH2:6][C:5]3[CH:4]=[CH:3][C:2]([F:1])=[CH:17][CH:16]=3)[N:14]=2)(=[O:27])=[O:26])[CH:22]=[CH:23][CH:24]=1, predict the reactants needed to synthesize it. (2) Given the product [CH3:39][N:40]([CH3:47])[CH:41]1[CH2:46][CH2:45][N:44]([C:14]2[N:13]=[C:12]([NH:11][C@H:7]3[CH2:8][CH2:9][CH2:10][N:5]([S:2]([CH3:1])(=[O:4])=[O:3])[CH2:6]3)[C:17]([C:18]3[N:19]=[C:20]4[CH:26]=[CH:25][NH:24][C:21]4=[N:22][CH:23]=3)=[CH:16][N:15]=2)[CH2:43][CH2:42]1, predict the reactants needed to synthesize it. The reactants are: [CH3:1][S:2]([N:5]1[CH2:10][CH2:9][CH2:8][C@H:7]([NH:11][C:12]2[C:17]([C:18]3[N:19]=[C:20]4[CH:26]=[CH:25][N:24](COCC[Si](C)(C)C)[C:21]4=[N:22][CH:23]=3)=[CH:16][N:15]=[C:14](S(C)(=O)=O)[N:13]=2)[CH2:6]1)(=[O:4])=[O:3].[CH3:39][N:40]([CH3:47])[CH:41]1[CH2:46][CH2:45][NH:44][CH2:43][CH2:42]1.CS(C)(=O)=O. (3) The reactants are: [F:1][C:2]1[CH:10]=[CH:9][C:8]([CH2:11][C:12]2[C:21]3[C:16](=[CH:17][CH:18]=[CH:19][CH:20]=3)[C:15](=[O:22])[NH:14][N:13]=2)=[CH:7][C:3]=1[C:4](O)=[O:5].F[P-](F)(F)(F)(F)F.C[N+](C)=C(N(C)C)O.[N:38]1([C:43]([C:45]2[N:46]=[C:47]([C:54]([F:57])([F:56])[F:55])[N:48]3[CH2:53][CH2:52][NH:51][CH2:50][C:49]=23)=[O:44])[CH2:42][CH2:41][CH2:40][CH2:39]1.C(N(CC)C(C)C)(C)C. Given the product [F:1][C:2]1[CH:10]=[CH:9][C:8]([CH2:11][C:12]2[C:21]3[C:16](=[CH:17][CH:18]=[CH:19][CH:20]=3)[C:15](=[O:22])[NH:14][N:13]=2)=[CH:7][C:3]=1[C:4]([N:51]1[CH2:52][CH2:53][N:48]2[C:47]([C:54]([F:57])([F:55])[F:56])=[N:46][C:45]([C:43]([N:38]3[CH2:42][CH2:41][CH2:40][CH2:39]3)=[O:44])=[C:49]2[CH2:50]1)=[O:5], predict the reactants needed to synthesize it. (4) Given the product [CH3:11][O:12][C:13]1[CH:18]=[CH:17][C:16]([N:4]2[CH:5]=[C:6]([C:7]([O:9][CH3:10])=[O:8])[C:2]([CH3:1])=[N:3]2)=[CH:15][CH:14]=1, predict the reactants needed to synthesize it. The reactants are: [CH3:1][C:2]1[C:6]([C:7]([O:9][CH3:10])=[O:8])=[CH:5][NH:4][N:3]=1.[CH3:11][O:12][C:13]1[CH:18]=[CH:17][C:16](B(O)O)=[CH:15][CH:14]=1. (5) Given the product [N:15]1([CH2:14][C:12]2[O:11][N:10]=[C:9]([CH2:8][OH:7])[CH:13]=2)[CH2:20][CH2:19][O:18][CH2:17][CH2:16]1, predict the reactants needed to synthesize it. The reactants are: O1CCCCC1[O:7][CH2:8][C:9]1[CH:13]=[C:12]([CH2:14][N:15]2[CH2:20][CH2:19][O:18][CH2:17][CH2:16]2)[O:11][N:10]=1.Cl.C([O-])([O-])=O.[K+].[K+]. (6) Given the product [O:21]1[C:22]2[CH:23]=[CH:24][C:16]([CH2:15][CH2:25][CH:26]([NH:14][C:9]3[C:10]([CH3:13])=[N:11][O:12][C:8]=3[C:5]3[CH:4]=[CH:3][C:2]([Br:1])=[CH:7][CH:6]=3)[CH3:27])=[CH:17][C:18]=2[O:19][CH2:20]1, predict the reactants needed to synthesize it. The reactants are: [Br:1][C:2]1[CH:7]=[CH:6][C:5]([C:8]2[O:12][N:11]=[C:10]([CH3:13])[C:9]=2[NH2:14])=[CH:4][CH:3]=1.[CH2:15]([CH2:25][C:26](=O)[CH3:27])[C:16]1[CH:24]=[CH:23][C:22]2[O:21][CH2:20][O:19][C:18]=2[CH:17]=1.